From a dataset of Forward reaction prediction with 1.9M reactions from USPTO patents (1976-2016). Predict the product of the given reaction. (1) Given the reactants [OH:1][C:2]1[CH:7]=[CH:6][C:5]([C:8](=O)[CH2:9][C:10]2[CH:15]=[CH:14][CH:13]=[CH:12][CH:11]=2)=[CH:4][CH:3]=1.Cl.[O:18]([NH2:20])[CH3:19], predict the reaction product. The product is: [CH3:19][O:18][N:20]=[C:8]([C:5]1[CH:6]=[CH:7][C:2]([OH:1])=[CH:3][CH:4]=1)[CH2:9][C:10]1[CH:15]=[CH:14][CH:13]=[CH:12][CH:11]=1. (2) Given the reactants [OH:1][C:2]1[CH:7]=[CH:6][C:5]([C@H:8]2[CH2:12][C:11]3([CH2:17][CH2:16][N:15](C(OC(C)(C)C)=O)[CH2:14][CH2:13]3)[O:10][CH2:9]2)=[CH:4][CH:3]=1.[F:25][C:26]1[CH:33]=[CH:32][C:29]([CH2:30]Br)=[CH:28][CH:27]=1.C(=O)([O-])[O-].[K+].[K+].[ClH:40].O1CCOCC1, predict the reaction product. The product is: [ClH:40].[F:25][C:26]1[CH:33]=[CH:32][C:29]([CH2:30][O:1][C:2]2[CH:3]=[CH:4][C:5]([C@H:8]3[CH2:12][C:11]4([CH2:13][CH2:14][NH:15][CH2:16][CH2:17]4)[O:10][CH2:9]3)=[CH:6][CH:7]=2)=[CH:28][CH:27]=1. (3) Given the reactants [OH:1][CH2:2][CH2:3][CH2:4][C:5](=[O:7])[CH3:6].N1C=CN=C1.[CH3:13][C:14]([Si:17](Cl)([CH3:19])[CH3:18])([CH3:16])[CH3:15], predict the reaction product. The product is: [Si:17]([O:1][CH2:2][CH2:3][CH2:4][C:5](=[O:7])[CH3:6])([C:14]([CH3:16])([CH3:15])[CH3:13])([CH3:19])[CH3:18]. (4) The product is: [Br:1][C:2]1[CH:3]=[C:4]([CH3:17])[C:5]([C:9]2[C:10](=[O:16])[CH:11]([CH:34]([OH:35])[C:29]3[CH:30]=[CH:31][CH:32]=[CH:33][N:28]=3)[CH2:12][C:13]=2[O:14][CH3:15])=[C:6]([CH3:8])[CH:7]=1. Given the reactants [Br:1][C:2]1[CH:7]=[C:6]([CH3:8])[C:5]([C:9]2[C:10](=[O:16])[CH2:11][CH2:12][C:13]=2[O:14][CH3:15])=[C:4]([CH3:17])[CH:3]=1.C[Si]([N-][Si](C)(C)C)(C)C.[Li+].[N:28]1[CH:33]=[CH:32][CH:31]=[CH:30][C:29]=1[CH:34]=[O:35], predict the reaction product.